Task: Predict which catalyst facilitates the given reaction.. Dataset: Catalyst prediction with 721,799 reactions and 888 catalyst types from USPTO Reactant: [CH2:1]([O:8][C:9]1[CH:28]=[C:27]([Cl:29])[C:12]([CH2:13][C@@H:14]2[CH2:18][CH2:17][N:16]([C@H:19]3[CH2:24][CH2:23][C@H:22]([OH:25])[CH2:21][CH2:20]3)[C:15]2=[O:26])=[C:11]([Cl:30])[CH:10]=1)[C:2]1[CH:7]=[CH:6][CH:5]=[CH:4][CH:3]=1.C(N(CC)CC)C.[CH3:38][S:39](Cl)(=[O:41])=[O:40]. Product: [CH2:1]([O:8][C:9]1[CH:10]=[C:11]([Cl:30])[C:12]([CH2:13][C@@H:14]2[CH2:18][CH2:17][N:16]([C@H:19]3[CH2:20][CH2:21][C@H:22]([O:25][S:39]([CH3:38])(=[O:41])=[O:40])[CH2:23][CH2:24]3)[C:15]2=[O:26])=[C:27]([Cl:29])[CH:28]=1)[C:2]1[CH:3]=[CH:4][CH:5]=[CH:6][CH:7]=1. The catalyst class is: 4.